This data is from Full USPTO retrosynthesis dataset with 1.9M reactions from patents (1976-2016). The task is: Predict the reactants needed to synthesize the given product. (1) Given the product [C:18]1([C:24]2[NH:17][C:3]3[C:2]([CH:25]=2)=[CH:7][C:6]([S:8]([C:11]2[CH:16]=[CH:15][CH:14]=[CH:13][CH:12]=2)(=[O:10])=[O:9])=[CH:5][CH:4]=3)[CH:23]=[CH:22][CH:21]=[CH:20][CH:19]=1, predict the reactants needed to synthesize it. The reactants are: I[C:2]1[CH:7]=[C:6]([S:8]([C:11]2[CH:16]=[CH:15][CH:14]=[CH:13][CH:12]=2)(=[O:10])=[O:9])[CH:5]=[CH:4][C:3]=1[NH2:17].[C:18]1([C:24]#[CH:25])[CH:23]=[CH:22][CH:21]=[CH:20][CH:19]=1.C(N(CC)CC)C. (2) Given the product [F:40][C:36]1[CH:35]=[C:34]([NH:33][C:31]([NH:30][C:27]2[CH:26]=[CH:25][C:24]([O:23][C:22]3[C:17]4[CH:16]=[C:15]([C:12]5[CH:11]=[CH:10][C:9]([OH:8])=[CH:14][CH:13]=5)[NH:41][C:18]=4[N:19]=[CH:20][N:21]=3)=[CH:29][CH:28]=2)=[O:32])[CH:39]=[CH:38][CH:37]=1, predict the reactants needed to synthesize it. The reactants are: C([O:8][C:9]1[CH:14]=[CH:13][C:12]([C:15]2[NH:41][C:18]3[N:19]=[CH:20][N:21]=[C:22]([O:23][C:24]4[CH:29]=[CH:28][C:27]([NH:30][C:31]([NH:33][C:34]5[CH:39]=[CH:38][CH:37]=[C:36]([F:40])[CH:35]=5)=[O:32])=[CH:26][CH:25]=4)[C:17]=3[CH:16]=2)=[CH:11][CH:10]=1)C1C=CC=CC=1.C(=O)([O-])[O-].[K+].[K+].C(OCC)(=O)C.O1CCCC1. (3) Given the product [C:27](=[O:28])([O:29][CH3:30])[O:16][C:8]1[CH:7]=[CH:6][C:5]([C:1]([CH3:4])([CH3:2])[CH3:3])=[CH:10][C:9]=1[C:11]([C:12]#[N:13])([CH3:15])[CH3:14], predict the reactants needed to synthesize it. The reactants are: [C:1]([C:5]1[CH:6]=[CH:7][C:8]([OH:16])=[C:9]([C:11]([CH3:15])([CH3:14])[C:12]#[N:13])[CH:10]=1)([CH3:4])([CH3:3])[CH3:2].CCN(C(C)C)C(C)C.Cl[C:27]([O:29][CH3:30])=[O:28]. (4) The reactants are: [C:1]([C@H:4]1[CH2:9][CH2:8][C@H:7]([NH:10][C:11](=[O:23])[C:12]2[CH:17]=[C:16]([C:18]([F:21])([F:20])[F:19])[CH:15]=[CH:14][C:13]=2[Cl:22])[CH2:6][CH2:5]1)(=O)[CH3:2].[NH2:24][C:25]1[CH:30]=[CH:29][CH:28]=[CH:27][CH:26]=1.CN(C=O)C.Cl[SiH](Cl)Cl. Given the product [Cl:22][C:13]1[CH:14]=[CH:15][C:16]([C:18]([F:21])([F:20])[F:19])=[CH:17][C:12]=1[C:11]([NH:10][C@H:7]1[CH2:8][CH2:9][C@H:4]([CH:1]([NH:24][C:25]2[CH:30]=[CH:29][CH:28]=[CH:27][CH:26]=2)[CH3:2])[CH2:5][CH2:6]1)=[O:23], predict the reactants needed to synthesize it. (5) Given the product [CH2:3]=[O:1].[N:5]1[C:12]([NH2:13])=[N:11][C:9]([NH2:10])=[N:8][C:6]=1[NH2:7], predict the reactants needed to synthesize it. The reactants are: [OH-:1].[Na+].[CH2:3]=O.[N:5]1[C:12]([NH2:13])=[N:11][C:9]([NH2:10])=[N:8][C:6]=1[NH2:7].S(=O)(=O)(O)O. (6) The reactants are: Cl[CH2:2][C:3]1[CH:8]=[CH:7][CH:6]=[C:5]([N+:9]([O-:11])=[O:10])[CH:4]=1.[NH:12]1[CH2:16][CH2:15][CH2:14][CH2:13]1.C(=O)([O-])O.[Na+].C(OCC)(=O)C. Given the product [N+:9]([C:5]1[CH:4]=[C:3]([CH:8]=[CH:7][CH:6]=1)[CH2:2][N:12]1[CH2:16][CH2:15][CH2:14][CH2:13]1)([O-:11])=[O:10], predict the reactants needed to synthesize it.